Dataset: Catalyst prediction with 721,799 reactions and 888 catalyst types from USPTO. Task: Predict which catalyst facilitates the given reaction. (1) Reactant: [C:1]1([C:20]2[CH:25]=[CH:24][CH:23]=[CH:22][CH:21]=2)[CH:6]=[CH:5][CH:4]=[C:3]([NH:7][C:8](=[O:19])[CH2:9][CH2:10][CH2:11][CH2:12][CH2:13][CH2:14][C:15]([O:17]C)=[O:16])[CH:2]=1.[OH-].[K+]. Product: [C:1]1([C:20]2[CH:21]=[CH:22][CH:23]=[CH:24][CH:25]=2)[CH:6]=[CH:5][CH:4]=[C:3]([NH:7][C:8](=[O:19])[CH2:9][CH2:10][CH2:11][CH2:12][CH2:13][CH2:14][C:15]([OH:17])=[O:16])[CH:2]=1. The catalyst class is: 1. (2) Product: [CH2:1]([CH:8]1[C:16]2[C:11](=[CH:12][CH:13]=[C:14]([O:17][CH2:20][CH2:21][NH:22][C:23](=[O:29])[O:24][C:25]([CH3:28])([CH3:27])[CH3:26])[CH:15]=2)[C:10](=[O:18])[NH:9]1)[C:2]1[CH:3]=[CH:4][CH:5]=[CH:6][CH:7]=1. The catalyst class is: 10. Reactant: [CH2:1]([CH:8]1[C:16]2[C:11](=[CH:12][CH:13]=[C:14]([OH:17])[CH:15]=2)[C:10](=[O:18])[NH:9]1)[C:2]1[CH:7]=[CH:6][CH:5]=[CH:4][CH:3]=1.Br[CH2:20][CH2:21][NH:22][C:23](=[O:29])[O:24][C:25]([CH3:28])([CH3:27])[CH3:26].